Dataset: Full USPTO retrosynthesis dataset with 1.9M reactions from patents (1976-2016). Task: Predict the reactants needed to synthesize the given product. (1) The reactants are: C([O:5][C:6]([C:8]1([CH2:11][CH2:12][N:13]2[CH2:18][CH2:17][N:16]([C:19]3[C:20]4[CH:27]=[CH:26][C:25]([C:28]([F:31])([F:30])[F:29])=[CH:24][C:21]=4[S:22][CH:23]=3)[CH2:15][CH2:14]2)[CH2:10][CH2:9]1)=[O:7])(C)(C)C. Given the product [F:30][C:28]([F:29])([F:31])[C:25]1[CH:26]=[CH:27][C:20]2[C:19]([N:16]3[CH2:17][CH2:18][N:13]([CH2:12][CH2:11][C:8]4([C:6]([OH:7])=[O:5])[CH2:10][CH2:9]4)[CH2:14][CH2:15]3)=[CH:23][S:22][C:21]=2[CH:24]=1, predict the reactants needed to synthesize it. (2) Given the product [CH2:1]([N:4]([CH2:23][C:24](=[O:45])[CH:25]=[P:26]([C:33]1[CH:38]=[CH:37][CH:36]=[CH:35][CH:34]=1)([C:27]1[CH:28]=[CH:29][CH:30]=[CH:31][CH:32]=1)[C:39]1[CH:44]=[CH:43][CH:42]=[CH:41][CH:40]=1)[C:5](=[O:11])[O:6][C:7]([CH3:10])([CH3:9])[CH3:8])[CH:2]=[CH2:3], predict the reactants needed to synthesize it. The reactants are: [CH2:1]([NH:4][C:5](=[O:11])[O:6][C:7]([CH3:10])([CH3:9])[CH3:8])[CH:2]=[CH2:3].O1CCCC1.C([Li])CCC.Cl[CH2:23][C:24](=[O:45])[CH:25]=[P:26]([C:39]1[CH:44]=[CH:43][CH:42]=[CH:41][CH:40]=1)([C:33]1[CH:38]=[CH:37][CH:36]=[CH:35][CH:34]=1)[C:27]1[CH:32]=[CH:31][CH:30]=[CH:29][CH:28]=1. (3) Given the product [CH3:1][C:2]1[N:3]=[C:4]([NH:7][C:13](=[O:14])[O:12][C:9]([CH3:11])([CH3:10])[CH3:8])[S:5][CH:6]=1, predict the reactants needed to synthesize it. The reactants are: [CH3:1][C:2]1[N:3]=[C:4]([NH2:7])[S:5][CH:6]=1.[CH3:8][C:9]([O:12][C:13](O[C:13]([O:12][C:9]([CH3:11])([CH3:10])[CH3:8])=[O:14])=[O:14])([CH3:11])[CH3:10].CCN(CC)CC. (4) The reactants are: C([N:8]1[CH2:13][CH2:12][CH2:11][C:10](=[O:14])[CH2:9]1)(OC(C)(C)C)=O.[CH3:15]S(O)(=O)=O.[C:20](=[O:23])([O-])[O-].[Na+].[Na+]. Given the product [CH3:20][O:23][C:10]1([O:14][CH3:15])[CH2:11][CH2:12][CH2:13][NH:8][CH2:9]1, predict the reactants needed to synthesize it. (5) Given the product [CH2:21]([N:28]1[CH2:33][CH2:32][C@@H:31]([CH3:34])[C@@H:30]([N:35]([CH3:36])[C:7]2[C:8]3[CH:15]=[CH:14][NH:13][C:9]=3[N:10]=[CH:11][N:12]=2)[CH2:29]1)[C:22]1[CH:23]=[CH:24][CH:25]=[CH:26][CH:27]=1, predict the reactants needed to synthesize it. The reactants are: CS(Cl)(=O)=O.Cl[C:7]1[C:8]2[CH:15]=[CH:14][NH:13][C:9]=2[N:10]=[CH:11][N:12]=1.C(=O)(O)[O-].[Na+].[CH2:21]([N:28]1[CH2:33][CH2:32][C@@H:31]([CH3:34])[C@@H:30]([NH:35][CH3:36])[CH2:29]1)[C:22]1[CH:27]=[CH:26][CH:25]=[CH:24][CH:23]=1. (6) Given the product [C:1](=[O:25])([O:3][CH:4]1[C:13]2[CH:12]=[C:11]3[O:14][CH:15]([CH2:17][C:18]4[CH:19]=[CH:20][CH:21]=[CH:22][CH:23]=4)[O:16][C:10]3=[CH:9][C:8]=2[N:7]([C:32](=[O:34])[CH3:33])[CH:6]([CH3:24])[CH2:5]1)[NH2:2], predict the reactants needed to synthesize it. The reactants are: [C:1](=[O:25])([O:3][CH:4]1[C:13]2[CH:12]=[C:11]3[O:14][CH:15]([CH2:17][C:18]4[CH:23]=[CH:22][CH:21]=[CH:20][CH:19]=4)[O:16][C:10]3=[CH:9][C:8]=2[NH:7][CH:6]([CH3:24])[CH2:5]1)[NH2:2].N1C=CC=CC=1.[C:32](Cl)(=[O:34])[CH3:33].Cl.